Dataset: Full USPTO retrosynthesis dataset with 1.9M reactions from patents (1976-2016). Task: Predict the reactants needed to synthesize the given product. Given the product [C:10]([C@@H:9]1[N:5]([C:3](=[O:4])[CH2:2][NH:33][C@@H:20]2[CH2:30][CH2:14][O:17][CH2:21]2)[C@H:6]([C:12]#[N:13])[CH2:7][CH2:8]1)#[CH:11], predict the reactants needed to synthesize it. The reactants are: Cl[CH2:2][C:3]([N:5]1[C@@H:9]([C:10]#[CH:11])[CH2:8][CH2:7][C@H:6]1[C:12]#[N:13])=[O:4].[C:14](=[O:17])([O-])[O-].[K+].[K+].[C:20]1([CH3:30])C=CC(S([O-])(=O)=O)=C[CH:21]=1.C(#[N:33])C.